Dataset: Forward reaction prediction with 1.9M reactions from USPTO patents (1976-2016). Task: Predict the product of the given reaction. (1) Given the reactants [Cl:1][C:2]1[CH:7]=[CH:6][C:5]([CH2:8][N:9]2[CH2:13][CH2:12][S:11][C:10]2=[N:14][OH:15])=[CH:4][N:3]=1.[CH3:16][N:17]([CH3:21])[C:18](Cl)=[O:19], predict the reaction product. The product is: [Cl:1][C:2]1[CH:7]=[CH:6][C:5]([CH2:8][N:9]2[CH2:13][CH2:12][S:11][C:10]2=[N:14][O:15][C:18](=[O:19])[N:17]([CH3:21])[CH3:16])=[CH:4][N:3]=1. (2) Given the reactants [Br:1][CH2:2][C:3]1[CH:12]=[CH:11][C:10]2[C:5](=[CH:6][CH:7]=[CH:8][CH:9]=2)[CH:4]=1.[C:13]1([P:19]([C:26]2[CH:31]=[CH:30][CH:29]=[CH:28][CH:27]=2)[C:20]2[CH:25]=[CH:24][CH:23]=[CH:22][CH:21]=2)[CH:18]=[CH:17][CH:16]=[CH:15][CH:14]=1, predict the reaction product. The product is: [Br-:1].[CH:4]1[C:5]2[C:10](=[CH:9][CH:8]=[CH:7][CH:6]=2)[CH:11]=[CH:12][C:3]=1[CH2:2][P+:19]([C:20]1[CH:21]=[CH:22][CH:23]=[CH:24][CH:25]=1)([C:26]1[CH:31]=[CH:30][CH:29]=[CH:28][CH:27]=1)[C:13]1[CH:14]=[CH:15][CH:16]=[CH:17][CH:18]=1. (3) The product is: [S:8]1[CH:9]=[CH:10][CH:11]=[C:7]1[C:2]([C:3]1[N:5]=[C:24]([OH:25])[C:18]([C:14]2[CH:13]=[C:12]([CH3:29])[CH:17]=[CH:16][CH:15]=2)=[C:19]([OH:20])[CH:4]=1)([CH3:1])[CH3:6]. Given the reactants [CH3:1][C:2]([C:7]1[S:8][CH:9]=[CH:10][CH:11]=1)([CH3:6])[C:3](=[NH:5])[CH3:4].[C:12]1([CH3:29])[CH:17]=[CH:16][CH:15]=[C:14]([CH:18]([C:24](OCC)=[O:25])[C:19](OCC)=[O:20])[CH:13]=1.CCCCCC, predict the reaction product. (4) Given the reactants C([Li])CCC.Br[C:7]1[CH:11]=[CH:10][O:9][C:8]=1[CH2:12][CH2:13][O:14][Si:15]([C:18]([CH3:21])([CH3:20])[CH3:19])([CH3:17])[CH3:16].C[O:23][B:24](OC)[O:25]C.O, predict the reaction product. The product is: [Si:15]([O:14][CH2:13][CH2:12][C:8]1[O:9][CH:10]=[CH:11][C:7]=1[B:24]([OH:25])[OH:23])([C:18]([CH3:21])([CH3:20])[CH3:19])([CH3:17])[CH3:16].